From a dataset of Reaction yield outcomes from USPTO patents with 853,638 reactions. Predict the reaction yield, written as a fraction of the theoretical maximum amount of product (1.0 means a 100% yield; for example, 0.34 means a 34% yield). (1) The reactants are [C:1]([C:4]1[CH:5]=[C:6]([CH:29]=[CH:30][CH:31]=1)[C:7]([N:9]([CH2:11][CH2:12][O:13][CH2:14][CH2:15][O:16][CH2:17][CH2:18][O:19][CH2:20][CH2:21][C:22]([O:24]C(C)(C)C)=[O:23])[CH3:10])=[O:8])(=[O:3])[NH2:2].FC(F)(F)C(O)=O. The catalyst is ClCCl. The yield is 0.450. The product is [C:1]([C:4]1[CH:5]=[C:6]([CH:29]=[CH:30][CH:31]=1)[C:7]([N:9]([CH2:11][CH2:12][O:13][CH2:14][CH2:15][O:16][CH2:17][CH2:18][O:19][CH2:20][CH2:21][C:22]([OH:24])=[O:23])[CH3:10])=[O:8])(=[O:3])[NH2:2]. (2) The reactants are [Cl:1][C:2]1[C:7]([C:8](Cl)=[O:9])=[C:6]([Cl:11])[N:5]=[CH:4][N:3]=1.[CH3:12][O:13][C:14]1[CH:20]=[CH:19][CH:18]=[CH:17][C:15]=1[NH2:16]. The catalyst is ClCCl. The product is [Cl:1][C:2]1[C:7]([C:8]([NH:16][C:15]2[CH:17]=[CH:18][CH:19]=[CH:20][C:14]=2[O:13][CH3:12])=[O:9])=[C:6]([Cl:11])[N:5]=[CH:4][N:3]=1. The yield is 0.770. (3) The reactants are [Br:1][C:2]1[CH:3]=[C:4]([N:10]2[CH:14]=[C:13]([C:15]([OH:17])=O)[N:12]=[CH:11]2)[CH:5]=[C:6]([Br:9])[C:7]=1[OH:8].C(N(CC)CC)C.Cl.CN(C)CCCN=C=NCC.OC1C=CC=C[N+]=1[O-].[F:45][C:46]([F:57])([F:56])[O:47][C:48]1[CH:49]=[C:50]([CH:53]=[CH:54][CH:55]=1)[CH2:51][NH2:52]. The catalyst is C(Cl)(Cl)Cl. The product is [Br:9][C:6]1[CH:5]=[C:4]([N:10]2[CH:14]=[C:13]([C:15]([NH:52][CH2:51][C:50]3[CH:53]=[CH:54][CH:55]=[C:48]([O:47][C:46]([F:45])([F:56])[F:57])[CH:49]=3)=[O:17])[N:12]=[CH:11]2)[CH:3]=[C:2]([Br:1])[C:7]=1[OH:8]. The yield is 0.480. (4) The reactants are C(OC(=O)[NH:5][C:6]1[C:7]([C:12]#[C:13][Si](C)(C)C)=[N:8][CH:9]=[CH:10][CH:11]=1)C.[O-]CC.[Na+]. The catalyst is C(O)C.[Cl-].[Na+].O. The product is [NH:5]1[C:6]2[C:7](=[N:8][CH:9]=[CH:10][CH:11]=2)[CH:12]=[CH:13]1. The yield is 0.635. (5) The reactants are [CH3:1][C:2]1[C:10]2[C:9](=[O:11])[C:8]([C:12]([OH:14])=O)=[CH:7][NH:6][C:5]=2[S:4][N:3]=1.[C:15]([C:19]1[C:27]2[C:22](=[CH:23][C:24]([NH2:28])=[CH:25][CH:26]=2)[NH:21][CH:20]=1)([CH3:18])([CH3:17])[CH3:16].N1C=CC=CC=1. The catalyst is C(OCC)(=O)C. The product is [C:15]([C:19]1[C:27]2[C:22](=[CH:23][C:24]([NH:28][C:12]([C:8]3[C:9](=[O:11])[C:10]4[C:2]([CH3:1])=[N:3][S:4][C:5]=4[NH:6][CH:7]=3)=[O:14])=[CH:25][CH:26]=2)[NH:21][CH:20]=1)([CH3:18])([CH3:16])[CH3:17]. The yield is 0.330. (6) The reactants are I[C:2]1[CH:7]=[CH:6][C:5]([CH:8]([CH3:14])[C:9]([O:11][CH2:12][CH3:13])=[O:10])=[CH:4][C:3]=1[CH3:15].[CH3:16][N:17](C)C=O. The catalyst is [C-]#N.[Zn+2].[C-]#N.[Pd].C1(P(C2C=CC=CC=2)C2C=CC=CC=2)C=CC=CC=1.C1(P(C2C=CC=CC=2)C2C=CC=CC=2)C=CC=CC=1.C1(P(C2C=CC=CC=2)C2C=CC=CC=2)C=CC=CC=1.C1(P(C2C=CC=CC=2)C2C=CC=CC=2)C=CC=CC=1. The product is [C:16]([C:2]1[CH:7]=[CH:6][C:5]([CH:8]([CH3:14])[C:9]([O:11][CH2:12][CH3:13])=[O:10])=[CH:4][C:3]=1[CH3:15])#[N:17]. The yield is 0.900.